Dataset: Forward reaction prediction with 1.9M reactions from USPTO patents (1976-2016). Task: Predict the product of the given reaction. Given the reactants Br[C:2]1[N:6]2[CH:7]=[CH:8][C:9]([C:11]([OH:14])([CH3:13])[CH3:12])=[N:10][C:5]2=[N:4][CH:3]=1.[F:15][C:16]1[C:21]([C:22]2[CH:23]=[N:24][CH:25]=[CH:26][CH:27]=2)=[C:20]([F:28])[CH:19]=[CH:18][C:17]=1B(O)O, predict the reaction product. The product is: [F:28][C:20]1[C:21]([C:22]2[CH:23]=[N:24][CH:25]=[CH:26][CH:27]=2)=[C:16]([F:15])[CH:17]=[CH:18][C:19]=1[C:2]1[N:6]2[CH:7]=[CH:8][C:9]([C:11]([OH:14])([CH3:13])[CH3:12])=[N:10][C:5]2=[N:4][CH:3]=1.